From a dataset of Forward reaction prediction with 1.9M reactions from USPTO patents (1976-2016). Predict the product of the given reaction. (1) Given the reactants [CH3:1][O:2][C:3]1[CH:4]=[C:5]2[C:10](=[CH:11][C:12]=1[O:13][CH3:14])[N:9]=[CH:8][CH:7]=[C:6]2[S:15][C:16]1[S:17][C:18]([N+:21]([O-])=O)=[CH:19][CH:20]=1.[Cl-].[NH4+].C(O)C.O, predict the reaction product. The product is: [CH3:1][O:2][C:3]1[CH:4]=[C:5]2[C:10](=[CH:11][C:12]=1[O:13][CH3:14])[N:9]=[CH:8][CH:7]=[C:6]2[S:15][C:16]1[S:17][C:18]([NH2:21])=[CH:19][CH:20]=1. (2) Given the reactants [F:1][C:2]1[CH:7]=[CH:6][CH:5]=[C:4]([O:8][CH3:9])[CH:3]=1.C([Li])CCC.[Cl:15][C:16]1[CH:32]=[CH:31][C:19]2[N:20]=[C:21]([C:25]3[CH:30]=[CH:29][CH:28]=[CH:27][CH:26]=3)[O:22][C:23](=[O:24])[C:18]=2[CH:17]=1.Cl, predict the reaction product. The product is: [Cl:15][C:16]1[CH:32]=[CH:31][C:19]([NH:20][C:21](=[O:22])[C:25]2[CH:30]=[CH:29][CH:28]=[CH:27][CH:26]=2)=[C:18]([C:23](=[O:24])[C:3]2[C:4]([O:8][CH3:9])=[CH:5][CH:6]=[CH:7][C:2]=2[F:1])[CH:17]=1.